From a dataset of M1 muscarinic receptor antagonist screen with 61,756 compounds. Binary Classification. Given a drug SMILES string, predict its activity (active/inactive) in a high-throughput screening assay against a specified biological target. (1) The result is 0 (inactive). The drug is S(=O)(=O)(CCC)c1n(nnn1)c1cc(OC)ccc1. (2) The compound is Brc1c(OC)c2sc(N)c(c2cc1)C(OCC)=O. The result is 0 (inactive). (3) The molecule is O(C(=O)C1CCCN(C1)CC(=O)Nc1c2c([nH]c1C(OC)=O)cccc2)CC. The result is 1 (active). (4) The molecule is Clc1cc(N2CCN(CC2)Cc2n(c3c(n2)n(c(=O)[nH]c3=O)C)CC(OCC)=O)ccc1. The result is 0 (inactive). (5) The molecule is O=C(N1CCc2c(C1)cccc2)c1nn2c(n1)nccc2. The result is 0 (inactive). (6) The drug is S(c1[nH]c(=O)c(CCOCC)c(O)n1)CC(=O)NCc1occc1. The result is 0 (inactive). (7) The compound is Clc1cc2C(N3C(=Nc2cc1)CNC(=O)C3)c1ccccc1. The result is 0 (inactive). (8) The drug is O1c2c(OCC1)ccc(c2)C(OCC(=O)NCCC=1CCCCC1)=O. The result is 0 (inactive).